Dataset: Reaction yield outcomes from USPTO patents with 853,638 reactions. Task: Predict the reaction yield, written as a fraction of the theoretical maximum amount of product (1.0 means a 100% yield; for example, 0.34 means a 34% yield). (1) The reactants are [OH-].[Na+].CO.[C:5]([C:7]([CH3:19])([CH3:18])[CH:8]([OH:17])[CH2:9][C:10]([O:12]C(C)(C)C)=[O:11])#[N:6]. The catalyst is C1(C)C=CC=CC=1. The product is [C:5]([C:7]([CH3:19])([CH3:18])[CH:8]([OH:17])[CH2:9][C:10]([OH:12])=[O:11])#[N:6]. The yield is 0.840. (2) The reactants are [CH3:1][S:2]([NH:5][CH2:6][C:7]1[CH:15]=[CH:14][C:10]([C:11]([OH:13])=[O:12])=[CH:9][CH:8]=1)(=[O:4])=[O:3].O[CH2:17][C:18]([O:20][CH2:21][C:22]1[CH:27]=[CH:26][CH:25]=[CH:24][CH:23]=1)=[O:19].C(Cl)CCl. The catalyst is C(Cl)Cl.C(Cl)Cl.CO.CN(C1C=CN=CC=1)C. The product is [CH3:1][S:2]([NH:5][CH2:6][C:7]1[CH:15]=[CH:14][C:10]([C:11]([O:13][CH2:17][C:18]([O:20][CH2:21][C:22]2[CH:27]=[CH:26][CH:25]=[CH:24][CH:23]=2)=[O:19])=[O:12])=[CH:9][CH:8]=1)(=[O:4])=[O:3]. The yield is 0.607. (3) The reactants are [CH3:1][S:2]([NH:5][CH2:6][CH2:7][NH:8]C(=O)OC(C)(C)C)(=[O:4])=[O:3].[ClH:16].O1CCOCC1.C(OCC)(=O)C. The catalyst is C(OCC)C. The product is [ClH:16].[ClH:16].[NH2:8][CH2:7][CH2:6][NH:5][S:2]([CH3:1])(=[O:4])=[O:3]. The yield is 1.00. (4) The reactants are [CH2:1]([O:3][C:4]([C:6]1[C:7]([CH3:12])=[N:8][NH:9][C:10]=1[CH3:11])=[O:5])[CH3:2].Br[C:14]1[CH:15]=[N:16][CH:17]=[C:18]([C:20]([F:23])([F:22])[F:21])[CH:19]=1.C(=O)([O-])[O-].[Cs+].[Cs+]. The catalyst is CC(N(C)C)=O.CCOC(C)=O.[Cu](I)I. The product is [CH2:1]([O:3][C:4]([C:6]1[C:7]([CH3:12])=[N:8][N:9]([C:14]2[CH:15]=[N:16][CH:17]=[C:18]([C:20]([F:23])([F:22])[F:21])[CH:19]=2)[C:10]=1[CH3:11])=[O:5])[CH3:2]. The yield is 0.350. (5) The reactants are [N:1]1[CH:2]=[C:3]([NH2:10])[N:4]2[C:9]=1[CH:8]=[CH:7][CH:6]=[N:5]2.N1C=CC=CC=1.Cl[C:18]([O:20][C:21]1[CH:26]=[CH:25][CH:24]=[CH:23][CH:22]=1)=[O:19]. The catalyst is CN(C=O)C.CCOC(C)=O. The product is [C:21]1([O:20][C:18](=[O:19])[NH:10][C:3]2[N:4]3[N:5]=[CH:6][CH:7]=[CH:8][C:9]3=[N:1][CH:2]=2)[CH:26]=[CH:25][CH:24]=[CH:23][CH:22]=1. The yield is 0.720. (6) The reactants are [F:1][C:2]1[CH:7]=[CH:6][CH:5]=[CH:4][C:3]=1[N:8]1[C:12]([CH2:13][O:14][C:15]2[CH:23]=[CH:22][C:18]([C:19]([OH:21])=O)=[CH:17][N:16]=2)=[C:11]([CH3:24])[N:10]=[N:9]1.[CH3:25][C:26]1([NH2:30])[CH2:29][O:28][CH2:27]1. No catalyst specified. The product is [F:1][C:2]1[CH:7]=[CH:6][CH:5]=[CH:4][C:3]=1[N:8]1[C:12]([CH2:13][O:14][C:15]2[CH:23]=[CH:22][C:18]([C:19]([NH:30][C:26]3([CH3:25])[CH2:29][O:28][CH2:27]3)=[O:21])=[CH:17][N:16]=2)=[C:11]([CH3:24])[N:10]=[N:9]1. The yield is 0.210.